From a dataset of Forward reaction prediction with 1.9M reactions from USPTO patents (1976-2016). Predict the product of the given reaction. (1) Given the reactants [OH:1][CH2:2][C:3]1[CH:8]=[CH:7][C:6]([S:9]([NH:12][CH3:13])(=[O:11])=[O:10])=[CH:5][CH:4]=1, predict the reaction product. The product is: [CH:2]([C:3]1[CH:4]=[CH:5][C:6]([S:9]([NH:12][CH3:13])(=[O:11])=[O:10])=[CH:7][CH:8]=1)=[O:1]. (2) Given the reactants Cl[CH2:2][CH2:3][CH2:4][N:5]1[C:9]2[CH:10]=[CH:11][CH:12]=[CH:13][C:8]=2[O:7][C:6]1=[O:14].[I-:15].[Na+], predict the reaction product. The product is: [I:15][CH2:2][CH2:3][CH2:4][N:5]1[C:9]2[CH:10]=[CH:11][CH:12]=[CH:13][C:8]=2[O:7][C:6]1=[O:14]. (3) Given the reactants [NH2:1][C:2]1[C:16]([O:17][CH3:18])=[CH:15][C:5]2[CH2:6][CH2:7][N:8]([CH2:11][C@H:12]([OH:14])[CH3:13])[CH2:9][CH2:10][C:4]=2[CH:3]=1.C([Si](C)(C)[O:24][C@@H:25]1[CH2:29][CH2:28][N:27]([S:30]([C:33]2[CH:38]=[CH:37][CH:36]=[CH:35][C:34]=2[NH:39][C:40]2[C:45]([Cl:46])=[CH:44][N:43]=[C:42](Cl)[N:41]=2)(=[O:32])=[O:31])[CH2:26]1)(C)(C)C, predict the reaction product. The product is: [Cl:46][C:45]1[C:40]([NH:39][C:34]2[CH:35]=[CH:36][CH:37]=[CH:38][C:33]=2[S:30]([N:27]2[CH2:28][CH2:29][C@@H:25]([OH:24])[CH2:26]2)(=[O:31])=[O:32])=[N:41][C:42]([NH:1][C:2]2[C:16]([O:17][CH3:18])=[CH:15][C:5]3[CH2:6][CH2:7][N:8]([CH2:11][C@H:12]([OH:14])[CH3:13])[CH2:9][CH2:10][C:4]=3[CH:3]=2)=[N:43][CH:44]=1. (4) Given the reactants Br[C:2]1[CH:3]=[C:4]([F:13])[C:5]2[O:10][CH2:9][C:8](=[O:11])[NH:7][C:6]=2[CH:12]=1.[B:14]1([B:14]2[O:18][C:17]([CH3:20])([CH3:19])[C:16]([CH3:22])([CH3:21])[O:15]2)[O:18][C:17]([CH3:20])([CH3:19])[C:16]([CH3:22])([CH3:21])[O:15]1.C([O-])(=O)C.[K+].CCOC(C)=O, predict the reaction product. The product is: [F:13][C:4]1[C:5]2[O:10][CH2:9][C:8](=[O:11])[NH:7][C:6]=2[CH:12]=[C:2]([B:14]2[O:18][C:17]([CH3:20])([CH3:19])[C:16]([CH3:22])([CH3:21])[O:15]2)[CH:3]=1. (5) Given the reactants C1(N2CCN3C(CC4(C5C=CC=CC=5)CCCC4)=NC(=O)C(O)=C3C2=O)CC1.C([O:36][C:37]1[C:42](=[O:43])[N:41]=[C:40]([CH2:44][C:45]2([C:50]3[CH:55]=[CH:54][CH:53]=[CH:52][CH:51]=3)[CH2:49][CH2:48][CH2:47][CH2:46]2)[N:39]2[CH2:56][CH2:57][N:58]([CH2:61][CH:62]3[CH2:64][CH2:63]3)[C:59](=[O:60])[C:38]=12)C1C=CC=CC=1, predict the reaction product. The product is: [CH:62]1([CH2:61][N:58]2[CH2:57][CH2:56][N:39]3[C:40]([CH2:44][C:45]4([C:50]5[CH:51]=[CH:52][CH:53]=[CH:54][CH:55]=5)[CH2:46][CH2:47][CH2:48][CH2:49]4)=[N:41][C:42](=[O:43])[C:37]([OH:36])=[C:38]3[C:59]2=[O:60])[CH2:64][CH2:63]1.